Dataset: Full USPTO retrosynthesis dataset with 1.9M reactions from patents (1976-2016). Task: Predict the reactants needed to synthesize the given product. (1) Given the product [CH3:23][O:22][N:21]([CH3:20])[C:16](=[O:18])[CH2:15][C:9]1([C:6]2[CH:5]=[CH:4][C:3]([O:2][CH3:1])=[CH:8][CH:7]=2)[CH2:10][CH2:11][CH2:12][CH2:13][CH2:14]1, predict the reactants needed to synthesize it. The reactants are: [CH3:1][O:2][C:3]1[CH:8]=[CH:7][C:6]([C:9]2([CH2:15][C:16]([OH:18])=O)[CH2:14][CH2:13][CH2:12][CH2:11][CH2:10]2)=[CH:5][CH:4]=1.Cl.[CH3:20][NH:21][O:22][CH3:23].C(N1C=CN=C1)(N1C=CN=C1)=O.Cl. (2) Given the product [Br:26][CH2:27][CH2:28][CH2:29][C:13]1[CH:14]=[CH:15][C:10]([C:2]2[S:1][C:5]3[CH2:6][CH2:7][CH2:8][O:9][C:4]=3[N:3]=2)=[CH:11][C:12]=1[CH2:17][CH2:18][CH3:19], predict the reactants needed to synthesize it. The reactants are: [S:1]1[C:5]2[CH2:6][CH2:7][CH2:8][O:9][C:4]=2[N:3]=[C:2]1[C:10]1[CH:15]=[CH:14][C:13](O)=[C:12]([CH2:17][CH2:18][CH3:19])[CH:11]=1.C([O-])([O-])=O.[Cs+].[Cs+].[Br:26][CH2:27][CH2:28][CH2:29]Br.O. (3) Given the product [CH2:15]([O:14][CH2:9][CH3:8])[CH3:16].[ClH:37].[CH2:15]([N:22]1[CH2:27][CH2:26][N:25]([S:28]([C:31]2[CH:36]=[CH:35][C:34]([C:8]3[C:7]4[C:11](=[CH:12][CH:13]=[C:5]([C:3]#[N:4])[CH:6]=4)[NH:10][C:9]=3[OH:14])=[N:33][CH:32]=2)(=[O:30])=[O:29])[CH2:24][CH2:23]1)[C:16]1[CH:17]=[CH:18][CH:19]=[CH:20][CH:21]=1, predict the reactants needed to synthesize it. The reactants are: [H-].[Na+].[C:3]([C:5]1[CH:6]=[C:7]2[C:11](=[CH:12][CH:13]=1)[NH:10][C:9](=[O:14])[CH2:8]2)#[N:4].[CH2:15]([N:22]1[CH2:27][CH2:26][N:25]([S:28]([C:31]2[CH:32]=[N:33][C:34]([Cl:37])=[CH:35][CH:36]=2)(=[O:30])=[O:29])[CH2:24][CH2:23]1)[C:16]1[CH:21]=[CH:20][CH:19]=[CH:18][CH:17]=1. (4) The reactants are: [Cl:1][C:2]1[CH:7]=[C:6]([O:8][C:9]2[CH:14]=[CH:13][C:12]([Cl:15])=[CH:11][CH:10]=2)[CH:5]=[CH:4][C:3]=1[C:16](=[O:23])[CH2:17][N:18]1[CH:22]=[N:21][CH:20]=[N:19]1.[Br-].[Mg+2].[Br-].[CH2:27]([Mg]Cl)[CH2:28][CH2:29][CH3:30].[NH4+].[Cl-].Cl. Given the product [Cl:1][C:2]1[CH:7]=[C:6]([O:8][C:9]2[CH:10]=[CH:11][C:12]([Cl:15])=[CH:13][CH:14]=2)[CH:5]=[CH:4][C:3]=1[C:16]([OH:23])([CH2:27][CH2:28][CH2:29][CH3:30])[CH2:17][N:18]1[CH:22]=[N:21][CH:20]=[N:19]1, predict the reactants needed to synthesize it. (5) Given the product [OH:11][CH2:12][CH2:13][N:14]([CH2:23][CH2:24][OH:25])[C:15]1[CH:22]=[CH:21][C:18]([C:19]2[NH:10][C:1](=[O:9])[C:2]3[C:3](=[CH:5][CH:6]=[CH:7][CH:8]=3)[N:4]=2)=[CH:17][CH:16]=1, predict the reactants needed to synthesize it. The reactants are: [C:1]([NH2:10])(=[O:9])[C:2]1[C:3](=[CH:5][CH:6]=[CH:7][CH:8]=1)[NH2:4].[OH:11][CH2:12][CH2:13][N:14]([CH2:23][CH2:24][OH:25])[C:15]1[CH:22]=[CH:21][C:18]([CH:19]=O)=[CH:17][CH:16]=1.COC1C=C(OC)C=C2C=1C(=O)NC(C1C=CC=CN=1)=N2. (6) The reactants are: [NH2:1][C:2]1[N:7]=[CH:6][N:5]=[C:4]2[N:8]([C@H:31]3[CH2:36][CH2:35][C@H:34]([N:37]4[CH2:42][CH2:41][N:40]([CH3:43])[CH2:39][CH2:38]4)[CH2:33][CH2:32]3)[N:9]=[C:10]([C:11]3[CH:16]=[CH:15][C:14]([NH:17][C:18]([C:20]4[O:24][C:23]5[CH:25]=[CH:26][CH:27]=[CH:28][C:22]=5[CH:21]=4)=[O:19])=[C:13]([O:29][CH3:30])[CH:12]=3)[C:3]=12.[C:44]([OH:51])(=[O:50])/[CH:45]=[CH:46]\[C:47]([OH:49])=[O:48]. Given the product [C:44]([OH:51])(=[O:50])/[CH:45]=[CH:46]\[C:47]([OH:49])=[O:48].[C:44]([OH:51])(=[O:50])/[CH:45]=[CH:46]\[C:47]([OH:49])=[O:48].[C:44]([OH:51])(=[O:50])/[CH:45]=[CH:46]\[C:47]([OH:49])=[O:48].[NH2:1][C:2]1[N:7]=[CH:6][N:5]=[C:4]2[N:8]([C@H:31]3[CH2:36][CH2:35][C@H:34]([N:37]4[CH2:38][CH2:39][N:40]([CH3:43])[CH2:41][CH2:42]4)[CH2:33][CH2:32]3)[N:9]=[C:10]([C:11]3[CH:16]=[CH:15][C:14]([NH:17][C:18]([C:20]4[O:24][C:23]5[CH:25]=[CH:26][CH:27]=[CH:28][C:22]=5[CH:21]=4)=[O:19])=[C:13]([O:29][CH3:30])[CH:12]=3)[C:3]=12, predict the reactants needed to synthesize it.